Regression. Given a peptide amino acid sequence and an MHC pseudo amino acid sequence, predict their binding affinity value. This is MHC class I binding data. From a dataset of Peptide-MHC class I binding affinity with 185,985 pairs from IEDB/IMGT. (1) The peptide sequence is GMIPFFDFA. The MHC is HLA-A23:01 with pseudo-sequence HLA-A23:01. The binding affinity (normalized) is 0.0847. (2) The peptide sequence is MTDKICWLY. The MHC is HLA-A80:01 with pseudo-sequence HLA-A80:01. The binding affinity (normalized) is 1.00. (3) The peptide sequence is QTSSIEGAW. The MHC is HLA-B58:01 with pseudo-sequence HLA-B58:01. The binding affinity (normalized) is 0.0847. (4) The peptide sequence is DIFREIASSM. The MHC is HLA-A02:02 with pseudo-sequence HLA-A02:02. The binding affinity (normalized) is 0.116. (5) The peptide sequence is KEAVEDERFW. The MHC is HLA-B44:03 with pseudo-sequence HLA-B44:03. The binding affinity (normalized) is 0.471. (6) The peptide sequence is YACKQILHG. The MHC is HLA-B15:01 with pseudo-sequence HLA-B15:01. The binding affinity (normalized) is 0.286.